Dataset: Forward reaction prediction with 1.9M reactions from USPTO patents (1976-2016). Task: Predict the product of the given reaction. (1) Given the reactants C1(S([N:10]2[C:14]3=[N:15][CH:16]=[C:17]([C:19]4[CH:24]=[CH:23][C:22]([N:25]([CH3:27])[CH3:26])=[CH:21][CH:20]=4)[CH:18]=[C:13]3[C:12]([C:28]#[C:29][C:30]3[CH:35]=[CH:34][CH:33]=[CH:32][CH:31]=3)=[CH:11]2)(=O)=O)C=CC=CC=1.[OH-].[Na+], predict the reaction product. The product is: [CH3:27][N:25]([CH3:26])[C:22]1[CH:21]=[CH:20][C:19]([C:17]2[CH:18]=[C:13]3[C:12]([C:28]#[C:29][C:30]4[CH:35]=[CH:34][CH:33]=[CH:32][CH:31]=4)=[CH:11][NH:10][C:14]3=[N:15][CH:16]=2)=[CH:24][CH:23]=1. (2) Given the reactants [Cl:1][C:2]1[CH:7]=[CH:6][N:5]=[C:4]([CH:8]=O)[N:3]=1.[NH:10]1[CH2:15][CH2:14][O:13][CH:12]([CH2:16][CH2:17][OH:18])[CH2:11]1, predict the reaction product. The product is: [Cl:1][C:2]1[CH:7]=[CH:6][N:5]=[C:4]([CH2:8][N:10]2[CH2:15][CH2:14][O:13][CH:12]([CH2:16][CH2:17][OH:18])[CH2:11]2)[N:3]=1. (3) Given the reactants [CH3:1][O:2][C:3]1[CH:8]=[CH:7][C:6]([Si:9]([CH3:12])([CH3:11])[CH3:10])=[CH:5][C:4]=1[NH2:13].[NH2:14][C:15]1[C:24]2[C:19](=[CH:20][CH:21]=[CH:22][CH:23]=2)[C:18]([C:25]2[CH:26]=[CH:27][C:28]([CH2:31][N:32]3[CH2:37][CH2:36][O:35][CH2:34][CH2:33]3)=[N:29][CH:30]=2)=[CH:17][CH:16]=1.C(C1C=CC(OC)=C(N[C:49](NC2C3C(=CC=CC=3)C(OC3C=CN=C(C#N)N=3)=CC=2)=[O:50])C=1)(C)(C)C, predict the reaction product. The product is: [CH3:1][O:2][C:3]1[CH:8]=[CH:7][C:6]([Si:9]([CH3:12])([CH3:11])[CH3:10])=[CH:5][C:4]=1[NH:13][C:49]([NH:14][C:15]1[C:24]2[C:19](=[CH:20][CH:21]=[CH:22][CH:23]=2)[C:18]([C:25]2[CH:30]=[N:29][C:28]([CH2:31][N:32]3[CH2:33][CH2:34][O:35][CH2:36][CH2:37]3)=[CH:27][CH:26]=2)=[CH:17][CH:16]=1)=[O:50]. (4) Given the reactants C([N:8]1[C@@H:13]2[C@H:14]([CH2:16][OH:17])[CH2:15][C@@:9]1([C:34]1[CH:39]=[CH:38][CH:37]=[CH:36][CH:35]=1)[C@H:10]([O:18][CH2:19][C:20]1[CH:25]=[C:24]([C:26]([F:29])([F:28])[F:27])[CH:23]=[C:22]([C:30]([F:33])([F:32])[F:31])[CH:21]=1)[CH2:11][CH2:12]2)C1C=CC=CC=1, predict the reaction product. The product is: [F:28][C:26]([F:27])([F:29])[C:24]1[CH:25]=[C:20]([CH2:19][O:18][C@@H:10]2[CH2:11][CH2:12][C@@H:13]3[NH:8][C@@:9]2([C:34]2[CH:39]=[CH:38][CH:37]=[CH:36][CH:35]=2)[CH2:15][C@H:14]3[CH2:16][OH:17])[CH:21]=[C:22]([C:30]([F:31])([F:32])[F:33])[CH:23]=1.